From a dataset of Retrosynthesis with 50K atom-mapped reactions and 10 reaction types from USPTO. Predict the reactants needed to synthesize the given product. Given the product CCOC(=O)c1ccc(N(c2ccc(C)cc2)c2ccc(C)cc2)cc1, predict the reactants needed to synthesize it. The reactants are: CCBr.Cc1ccc(N(c2ccc(C)cc2)c2ccc(C(=O)O)cc2)cc1.